This data is from Catalyst prediction with 721,799 reactions and 888 catalyst types from USPTO. The task is: Predict which catalyst facilitates the given reaction. Product: [Cl:10][C:6]1[C:7]([CH:8]=[O:9])=[C:2]([NH:18][C:17]2[CH:19]=[CH:20][C:14]([O:13][C:12]([F:11])([F:21])[F:22])=[CH:15][CH:16]=2)[N:3]=[CH:4][N:5]=1. The catalyst class is: 1. Reactant: Cl[C:2]1[C:7]([CH:8]=[O:9])=[C:6]([Cl:10])[N:5]=[CH:4][N:3]=1.[F:11][C:12]([F:22])([F:21])[O:13][C:14]1[CH:20]=[CH:19][C:17]([NH2:18])=[CH:16][CH:15]=1.C(OCC)(=O)C.